The task is: Predict which catalyst facilitates the given reaction.. This data is from Catalyst prediction with 721,799 reactions and 888 catalyst types from USPTO. (1) Reactant: [CH:1]1([C:4]2[CH:9]=[CH:8][N:7]=[CH:6][C:5]=2[N:10]2[CH2:14][CH2:13][NH:12][C:11]2=[O:15])[CH2:3][CH2:2]1.[Cl:16][C:17]1[CH:22]=[C:21](Cl)[N:20]=[CH:19][N:18]=1.C1(P(C2CCCCC2)C2C=CC=CC=2C2C(C(C)C)=CC(C(C)C)=CC=2C(C)C)CCCCC1.C(=O)([O-])[O-].[Cs+].[Cs+]. Product: [Cl:16][C:17]1[N:18]=[CH:19][N:20]=[C:21]([N:12]2[CH2:13][CH2:14][N:10]([C:5]3[CH:6]=[N:7][CH:8]=[CH:9][C:4]=3[CH:1]3[CH2:3][CH2:2]3)[C:11]2=[O:15])[CH:22]=1. The catalyst class is: 187. (2) Reactant: [CH:1]1[CH:14]=[C:13]2[C:4]([CH:5]3[C:16]([C:17](O)=[O:18])=[C:15]([C:20]([OH:22])=[O:21])[CH:12]2[C:11]2[C:6]3=[CH:7][CH:8]=[CH:9][CH:10]=2)=[CH:3][CH:2]=1.C(Cl)(=O)C(Cl)=O. Product: [CH:9]1[CH:10]=[C:11]2[C:6]([CH:5]3[C:16]4[C:17]([O:22][C:20](=[O:21])[C:15]=4[CH:12]2[C:13]2[C:4]3=[CH:3][CH:2]=[CH:1][CH:14]=2)=[O:18])=[CH:7][CH:8]=1. The catalyst class is: 120. (3) Reactant: FC(F)(F)S(O[C:7]1[CH:12]=[C:11](Cl)[N:10]=[C:9]2[CH2:14][CH2:15][CH2:16][C:8]=12)(=O)=O.C(Cl)Cl.[C:22](=[O:25])([O-])[O-].[K+].[K+].[N:28]1[CH:33]=[C:32](B(O)O)[CH:31]=[N:30][CH:29]=1.O1[CH2:42][CH2:41]OCC1.O. Product: [CH2:22]([O:25][C:11]1[N:10]=[C:9]2[CH2:14][CH2:15][CH2:16][C:8]2=[C:7]([C:32]2[CH:33]=[N:28][CH:29]=[N:30][CH:31]=2)[CH:12]=1)[C:42]1[CH:41]=[CH:9][CH:8]=[CH:7][CH:12]=1. The catalyst class is: 140.